This data is from Forward reaction prediction with 1.9M reactions from USPTO patents (1976-2016). The task is: Predict the product of the given reaction. Given the reactants [C:1]1(P(C2C=CC=CC=2)C2C=CC=CC=2)C=CC=C[CH:2]=1.[NH2:20][C:21]1[C:26]2=[C:27]([C:34]3[CH:39]=[CH:38][C:37]([NH:40][C:41]([NH:43][C:44]4[CH:49]=[C:48]([C:50]([F:53])([F:52])[F:51])[CH:47]=[CH:46][N:45]=4)=[O:42])=[CH:36][CH:35]=3)[C:28]([C:31]([O-:33])=[O:32])=[C:29](Br)[N:25]2[N:24]=[CH:23][N:22]=1.[F:54][C:55]1[CH:56]=[C:57](B(O)O)[CH:58]=[CH:59][CH:60]=1.C([O-])([O-])=O.[Na+].[Na+], predict the reaction product. The product is: [NH2:20][C:21]1[C:26]2=[C:27]([C:34]3[CH:39]=[CH:38][C:37]([NH:40][C:41]([NH:43][C:44]4[CH:49]=[C:48]([C:50]([F:53])([F:52])[F:51])[CH:47]=[CH:46][N:45]=4)=[O:42])=[CH:36][CH:35]=3)[C:28]([C:31]([O:33][CH2:1][CH3:2])=[O:32])=[C:29]([C:59]3[CH:58]=[CH:57][CH:56]=[C:55]([F:54])[CH:60]=3)[N:25]2[N:24]=[CH:23][N:22]=1.